This data is from Reaction yield outcomes from USPTO patents with 853,638 reactions. The task is: Predict the reaction yield, written as a fraction of the theoretical maximum amount of product (1.0 means a 100% yield; for example, 0.34 means a 34% yield). (1) The yield is 0.550. The reactants are [CH:1]1([C:4](Cl)=[O:5])[CH2:3][CH2:2]1.Cl.[CH3:8][O:9][C:10]1[CH:15]=[CH:14][C:13]([C:16]2[N:17]=[CH:18][N:19]([C:21]([N:23]([CH3:30])[CH:24]3[CH2:29][CH2:28][NH:27][CH2:26][CH2:25]3)=[O:22])[CH:20]=2)=[CH:12][C:11]=1[CH3:31].CCN(C(C)C)C(C)C.O. The product is [CH:1]1([C:4]([N:27]2[CH2:28][CH2:29][CH:24]([N:23]([CH3:30])[C:21]([N:19]3[CH:20]=[C:16]([C:13]4[CH:14]=[CH:15][C:10]([O:9][CH3:8])=[C:11]([CH3:31])[CH:12]=4)[N:17]=[CH:18]3)=[O:22])[CH2:25][CH2:26]2)=[O:5])[CH2:3][CH2:2]1. The catalyst is C(Cl)Cl. (2) The reactants are [CH3:1][N:2]([CH2:10][C:11]1[CH:16]=[C:15]([O:17][C:18]2[CH:19]=[C:20]3[C:24](=[CH:25][CH:26]=2)[N:23]([C:27](=[O:39])[NH:28][C:29]2[CH:33]=[C:32]([C:34]([F:37])([F:36])[F:35])[N:31]([CH3:38])[N:30]=2)[CH:22]=[CH:21]3)[N:14]=[CH:13][N:12]=1)C(=O)OC(C)(C)C.FC(F)(F)C(O)=O. The catalyst is ClCCl. The product is [CH3:38][N:31]1[C:32]([C:34]([F:35])([F:36])[F:37])=[CH:33][C:29]([NH:28][C:27]([N:23]2[C:24]3[C:20](=[CH:19][C:18]([O:17][C:15]4[CH:16]=[C:11]([CH2:10][NH:2][CH3:1])[N:12]=[CH:13][N:14]=4)=[CH:26][CH:25]=3)[CH:21]=[CH:22]2)=[O:39])=[N:30]1. The yield is 0.800. (3) The reactants are [CH3:1][O:2][C:3]1[CH:4]=[C:5]([OH:16])[CH:6]=[CH:7][C:8]=1[CH2:9][N:10]1[CH2:15][CH2:14][CH2:13][CH2:12][CH2:11]1.C(NC(C)C)(C)C.C1C=CC(N[S:31]([C:34]([F:37])([F:36])[F:35])(=[O:33])=[O:32])=CC=1. The catalyst is C(Cl)Cl. The product is [CH3:1][O:2][C:3]1[CH:4]=[C:5]([O:16][S:31]([C:34]([F:37])([F:36])[F:35])(=[O:33])=[O:32])[CH:6]=[CH:7][C:8]=1[CH2:9][N:10]1[CH2:15][CH2:14][CH2:13][CH2:12][CH2:11]1. The yield is 0.560. (4) The reactants are [NH2:1][C:2]1[CH:7]=[CH:6][CH:5]=[CH:4][C:3]=1[OH:8].[Cl:9][CH2:10][CH2:11][C:12](Cl)=[O:13]. The catalyst is CC(C)=O.O. The product is [Cl:9][CH2:10][CH2:11][C:12]([NH:1][C:2]1[CH:7]=[CH:6][CH:5]=[CH:4][C:3]=1[OH:8])=[O:13]. The yield is 0.770. (5) The reactants are [Cl:1][C:2]1[CH:3]=[C:4]([C:10]2[N:11]=[C:12](O)[C:13]3[C:18]([CH:19]=2)=[CH:17][C:16]([O:20][CH3:21])=[CH:15][CH:14]=3)[CH:5]=[CH:6][C:7]=1[O:8][CH3:9].O=P(Cl)(Cl)[Cl:25]. No catalyst specified. The product is [Cl:25][C:12]1[C:13]2[C:18](=[CH:17][C:16]([O:20][CH3:21])=[CH:15][CH:14]=2)[CH:19]=[C:10]([C:4]2[CH:5]=[CH:6][C:7]([O:8][CH3:9])=[C:2]([Cl:1])[CH:3]=2)[N:11]=1. The yield is 0.950.